Predict the reactants needed to synthesize the given product. From a dataset of Full USPTO retrosynthesis dataset with 1.9M reactions from patents (1976-2016). (1) Given the product [Br:23][CH2:24][CH2:25][CH2:26][C:27]1[S:18][C:15]([NH:14][C:13]2[C:8]([O:7][C:6]3[CH:19]=[CH:20][CH:21]=[CH:22][C:5]=3[C:1]([CH3:4])([CH3:2])[CH3:3])=[N:9][CH:10]=[CH:11][CH:12]=2)=[N:16][N:17]=1, predict the reactants needed to synthesize it. The reactants are: [C:1]([C:5]1[CH:22]=[CH:21][CH:20]=[CH:19][C:6]=1[O:7][C:8]1[C:13]([NH:14][C:15](=[S:18])[NH:16][NH2:17])=[CH:12][CH:11]=[CH:10][N:9]=1)([CH3:4])([CH3:3])[CH3:2].[Br:23][CH2:24][CH2:25][CH2:26][C:27](Cl)=O. (2) Given the product [N:1]1[C:2]2[C:3](=[N:4][CH:5]=[CH:6][CH:7]=2)[NH:8][C:9]=1[C:10]([C@@H:13]1[C:26]2[C:21](=[N:22][C:23]([Cl:27])=[CH:24][CH:25]=2)[O:20][C:19]2[C:14]1=[CH:15][CH:16]=[CH:17][C:18]=2[F:28])([CH3:11])[CH3:12], predict the reactants needed to synthesize it. The reactants are: [NH2:1][C:2]1[C:3]([NH:8][C:9](=O)[C:10]([C@@H:13]2[C:26]3[C:21](=[N:22][C:23]([Cl:27])=[CH:24][CH:25]=3)[O:20][C:19]3[C:14]2=[CH:15][CH:16]=[CH:17][C:18]=3[F:28])([CH3:12])[CH3:11])=[N:4][CH:5]=[CH:6][CH:7]=1.O=P(Cl)(Cl)Cl.C([O-])([O-])=O.[Na+].[Na+]. (3) Given the product [CH2:7]([NH:14][C:66]1[CH:65]=[C:64]([CH:69]([O:80][CH3:81])[C:70]2([C:73]([O:75][C:76]([CH3:77])([CH3:78])[CH3:79])=[O:74])[CH2:71][CH2:72]2)[CH:63]=[CH:62][C:67]=1[Cl:68])[C:8]1[CH:13]=[CH:12][CH:11]=[CH:10][CH:9]=1, predict the reactants needed to synthesize it. The reactants are: CC(C)([O-])C.[Na+].[CH2:7]([NH2:14])[C:8]1[CH:13]=[CH:12][CH:11]=[CH:10][CH:9]=1.C1(P(C2C=CC=CC=2)C2C=CC3C(=CC=CC=3)C=2C2C3C(=CC=CC=3)C=CC=2P(C2C=CC=CC=2)C2C=CC=CC=2)C=CC=CC=1.Br[C:62]1[CH:63]=[C:64]([CH:69]([O:80][CH3:81])[C:70]2([C:73]([O:75][C:76]([CH3:79])([CH3:78])[CH3:77])=[O:74])[CH2:72][CH2:71]2)[CH:65]=[CH:66][C:67]=1[Cl:68].[Cl-].[NH4+]. (4) Given the product [CH3:22][O:21][C:13]1[CH:12]=[C:11]([C:6]2[C:5]([C:3]([OH:4])=[O:2])=[CH:10][CH:9]=[CH:8][CH:7]=2)[CH:16]=[C:15]([O:17][CH3:18])[C:14]=1[O:19][CH3:20], predict the reactants needed to synthesize it. The reactants are: C[O:2][C:3]([C:5]1[C:6]([C:11]2[CH:16]=[C:15]([O:17][CH3:18])[C:14]([O:19][CH3:20])=[C:13]([O:21][CH3:22])[CH:12]=2)=[CH:7][CH:8]=[CH:9][CH:10]=1)=[O:4].[Li+].[OH-]. (5) Given the product [CH3:19][C:20]1[CH:21]=[C:22](/[CH:23]=[CH:9]/[C:10]([O:12][C:13]([CH3:14])([CH3:15])[CH3:16])=[O:11])[CH:25]=[CH:26][N:27]=1, predict the reactants needed to synthesize it. The reactants are: C(OP([CH2:9][C:10]([O:12][C:13]([CH3:16])([CH3:15])[CH3:14])=[O:11])(OCC)=O)C.[H-].[Na+].[CH3:19][C:20]1[CH:21]=[C:22]([CH:25]=[CH:26][N:27]=1)[CH:23]=O.O. (6) Given the product [C:1]([NH:4][C:5]1[CH:6]=[CH:7][C:8]2[O:12][C:11]([CH:13]([NH:20][C:21]3[CH:22]=[CH:23][C:24]([C:27]([N:29]([CH3:37])[CH2:30][CH2:31][C:32]([OH:34])=[O:33])=[O:28])=[CH:25][CH:26]=3)[CH:14]3[CH2:19][CH2:18][CH2:17][CH2:16][CH2:15]3)=[C:10]([CH3:38])[C:9]=2[CH:39]=1)(=[O:3])[CH3:2], predict the reactants needed to synthesize it. The reactants are: [C:1]([NH:4][C:5]1[CH:6]=[CH:7][C:8]2[O:12][C:11]([CH:13]([NH:20][C:21]3[CH:26]=[CH:25][C:24]([C:27]([N:29]([CH3:37])[CH2:30][CH2:31][C:32]([O:34]CC)=[O:33])=[O:28])=[CH:23][CH:22]=3)[CH:14]3[CH2:19][CH2:18][CH2:17][CH2:16][CH2:15]3)=[C:10]([CH3:38])[C:9]=2[CH:39]=1)(=[O:3])[CH3:2].O1CCCC1.[OH-].[Li+]. (7) Given the product [NH2:38][C:37]1[S:39]/[C:33](=[CH:14]\[C:11]2[CH:12]=[C:13]3[C:8](=[CH:9][CH:10]=2)[N:7]=[CH:6][C:5]([C:16]#[N:17])=[C:4]3[CH:1]2[CH2:3][CH2:2]2)/[C:34](=[O:35])[N:36]=1, predict the reactants needed to synthesize it. The reactants are: [CH:1]1([C:4]2[C:13]3[C:8](=[CH:9][CH:10]=[C:11]([CH:14]=O)[CH:12]=3)[N:7]=[CH:6][C:5]=2[C:16]#[N:17])[CH2:3][CH2:2]1.COC1C=CC(/C=[C:33]2/[C:34]([NH:36][C:37]([S:39]/2)=[NH:38])=[O:35])=CC=1OC1CCCC1.C([O-])(=O)C.[Na+].